This data is from Catalyst prediction with 721,799 reactions and 888 catalyst types from USPTO. The task is: Predict which catalyst facilitates the given reaction. (1) Reactant: [F:1][C:2]([F:18])([F:17])[C:3]1[CH:8]=[CH:7][C:6]([NH:9][C@@H:10]([C:14](O)=[O:15])[CH:11]([CH3:13])[CH3:12])=[CH:5][CH:4]=1.C(N(CC)CC)C.ClC(OCC)=O.[BH4-].[Na+]. Product: [CH3:12][CH:11]([CH3:13])[C@@H:10]([NH:9][C:6]1[CH:7]=[CH:8][C:3]([C:2]([F:1])([F:17])[F:18])=[CH:4][CH:5]=1)[CH2:14][OH:15]. The catalyst class is: 7. (2) Reactant: [Br:1][C:2]1[C:18]([CH3:19])=[CH:17][C:5]([O:6][CH2:7][CH2:8][NH:9]C(=O)OC(C)(C)C)=[CH:4][C:3]=1[CH3:20].FC(F)(F)C(O)=O.C([O-])([O-])=O.[K+].[K+]. Product: [Br:1][C:2]1[C:18]([CH3:19])=[CH:17][C:5]([O:6][CH2:7][CH2:8][NH2:9])=[CH:4][C:3]=1[CH3:20]. The catalyst class is: 4. (3) Reactant: [NH2:1][C:2]1[CH:7]=[CH:6][C:5]([C:8](=O)/[CH:9]=[CH:10]/[C:11]2[CH:12]=[C:13]3[C:17](=[CH:18][CH:19]=2)[NH:16][N:15]=[C:14]3[CH3:20])=[C:4]([CH3:22])[CH:3]=1.[NH2:23][C:24]([NH2:26])=[O:25].Cl.O1CCOCC1. Product: [NH2:1][C:2]1[CH:7]=[CH:6][C:5]([C:8]2[NH:26][C:24](=[O:25])[N:23]=[C:10]([C:11]3[CH:12]=[C:13]4[C:17](=[CH:18][CH:19]=3)[NH:16][N:15]=[C:14]4[CH3:20])[CH:9]=2)=[C:4]([CH3:22])[CH:3]=1. The catalyst class is: 14. (4) Reactant: [Cl:1][C:2]1[CH:7]=[C:6]([N+:8]([O-:10])=[O:9])[CH:5]=[C:4]([Cl:11])[C:3]=1I.[CH:13]1([B-](F)(F)F)[CH2:15][CH2:14]1.[K+].C(=O)([O-])[O-].[K+].[K+].O1CCCC1. Product: [Cl:1][C:2]1[CH:7]=[C:6]([N+:8]([O-:10])=[O:9])[CH:5]=[C:4]([Cl:11])[C:3]=1[CH:13]1[CH2:15][CH2:14]1. The catalyst class is: 189. (5) Reactant: [CH2:1]([O:3][C:4](=[O:23])[CH2:5][C:6]1([CH2:21][CH3:22])[CH2:10][CH2:9][N:8](CC2C=CC(OC)=CC=2)[C:7]1=[O:20])[CH3:2].[N+]([O-])(O)=O.[N+]([O-])(O)=O.[N+]([O-])(O)=O.[N+]([O-])(O)=O.[N+]([O-])(O)=O.[N+]([O-])(O)=O.[Ce].C(=O)([O-])[O-].[K+].[K+]. Product: [CH2:1]([O:3][C:4](=[O:23])[CH2:5][C:6]1([CH2:21][CH3:22])[CH2:10][CH2:9][NH:8][C:7]1=[O:20])[CH3:2]. The catalyst class is: 47. (6) Reactant: [Cl:1][C:2]1[CH:3]=[C:4]([CH:9]2[CH:13]([NH:14][CH3:15])[CH2:12][N:11]([C:16]([CH:18]3[CH2:23][CH2:22][N:21]([C:24]([C:26]4([CH3:29])[CH2:28][CH2:27]4)=[O:25])[CH2:20][CH2:19]3)=[O:17])[CH2:10]2)[CH:5]=[CH:6][C:7]=1[Cl:8].C(N(CC)C(C)C)(C)C.[CH3:39][O:40][C:41]1[CH:49]=[CH:48][C:44]([C:45](Cl)=[O:46])=[CH:43][C:42]=1[C:50]([F:53])([F:52])[F:51]. The catalyst class is: 1. Product: [Cl:1][C:2]1[CH:3]=[C:4]([CH:9]2[CH2:10][N:11]([C:16]([CH:18]3[CH2:19][CH2:20][N:21]([C:24]([C:26]4([CH3:29])[CH2:27][CH2:28]4)=[O:25])[CH2:22][CH2:23]3)=[O:17])[CH2:12][CH:13]2[N:14]([CH3:15])[C:45](=[O:46])[C:44]2[CH:48]=[CH:49][C:41]([O:40][CH3:39])=[C:42]([C:50]([F:53])([F:52])[F:51])[CH:43]=2)[CH:5]=[CH:6][C:7]=1[Cl:8]. (7) Reactant: C(OC(=O)[NH:7][C@@H:8]1[CH2:13][CH2:12][CH2:11][CH2:10][C@H:9]1[CH2:14][N:15]1[CH2:20][CH2:19][CH2:18][CH:17]([CH2:21][CH2:22][CH2:23][CH2:24][CH3:25])[CH2:16]1)(C)(C)C.[ClH:27]. Product: [ClH:27].[CH2:21]([CH:17]1[CH2:18][CH2:19][CH2:20][N:15]([CH2:14][C@@H:9]2[CH2:10][CH2:11][CH2:12][CH2:13][C@H:8]2[NH2:7])[CH2:16]1)[CH2:22][CH2:23][CH2:24][CH3:25]. The catalyst class is: 12. (8) Product: [CH3:18][N:8]1[C:9]2[C:14](=[CH:13][CH:12]=[CH:11][CH:10]=2)[C:5]([C:4]([F:3])([F:16])[F:17])=[CH:6][C:7]1=[O:15]. Reactant: [OH-].[K+].[F:3][C:4]([F:17])([F:16])[C:5]1[C:14]2[C:9](=[CH:10][CH:11]=[CH:12][CH:13]=2)[NH:8][C:7](=[O:15])[CH:6]=1.[CH3:18]I.[NH4+].[Cl-]. The catalyst class is: 31.